Predict the reactants needed to synthesize the given product. From a dataset of Full USPTO retrosynthesis dataset with 1.9M reactions from patents (1976-2016). Given the product [Br:21][CH2:22][CH2:23][N:8]1[CH2:7][C:6]2[CH:20]=[C:2]([F:1])[CH:3]=[CH:4][C:5]=2[N:10]([C:11]2[CH:16]=[CH:15][CH:14]=[CH:13][C:12]=2[F:17])[S:9]1(=[O:19])=[O:18], predict the reactants needed to synthesize it. The reactants are: [F:1][C:2]1[CH:3]=[CH:4][C:5]2[N:10]([C:11]3[CH:16]=[CH:15][CH:14]=[CH:13][C:12]=3[F:17])[S:9](=[O:19])(=[O:18])[NH:8][CH2:7][C:6]=2[CH:20]=1.[Br:21][CH:22](O)[CH3:23].